Dataset: Forward reaction prediction with 1.9M reactions from USPTO patents (1976-2016). Task: Predict the product of the given reaction. Given the reactants [Cl:1][C:2]1[CH:3]=[C:4]([C@H:9]2[C:18]3[C:13](=[CH:14][CH:15]=[CH:16][CH:17]=3)[CH:12](O)[CH:11]([CH:20]([NH:22][CH3:23])[CH3:21])[CH2:10]2)[CH:5]=[CH:6][C:7]=1[Cl:8].C(O)(C(F)(F)F)=O, predict the reaction product. The product is: [Cl:1][C:2]1[CH:3]=[C:4]([C@H:9]2[C:18]3[C:13](=[CH:14][CH:15]=[CH:16][CH:17]=3)[CH:12]=[C:11]([CH:20]([NH:22][CH3:23])[CH3:21])[CH2:10]2)[CH:5]=[CH:6][C:7]=1[Cl:8].